From a dataset of Full USPTO retrosynthesis dataset with 1.9M reactions from patents (1976-2016). Predict the reactants needed to synthesize the given product. (1) The reactants are: [N:1]1[CH:6]=[CH:5][CH:4]=[CH:3][C:2]=1[C:7]1[O:8][C:9]2[CH2:14][CH2:13][N:12]([C:15]3[CH:16]=[C:17]([CH:20]=[CH:21][CH:22]=3)[C:18]#[N:19])[CH2:11][C:10]=2[N:23]=1.BrC1C=C(C=C([F:33])C=1)C#N. Given the product [F:33][C:21]1[CH:20]=[C:17]([CH:16]=[C:15]([N:12]2[CH2:13][CH2:14][C:9]3[O:8][C:7]([C:2]4[CH:3]=[CH:4][CH:5]=[CH:6][N:1]=4)=[N:23][C:10]=3[CH2:11]2)[CH:22]=1)[C:18]#[N:19], predict the reactants needed to synthesize it. (2) Given the product [Cl:18][C:15]1[CH:16]=[CH:17][C:12]([C@@H:11]2[CH2:10][CH2:9][CH2:8][N:7]2[CH3:6])=[C:13]([P:20]([C:31]2[C:40]3[C:35](=[CH:36][CH:37]=[CH:38][CH:39]=3)[CH:34]=[CH:33][CH:32]=2)[C:21]2[C:30]3[C:25](=[CH:26][CH:27]=[CH:28][CH:29]=3)[CH:24]=[CH:23][CH:22]=2)[CH:2]=1, predict the reactants needed to synthesize it. The reactants are: [Li][CH2:2]CCC.[CH3:6][N:7]1[C@H:11]([C:12]2[CH:17]=[CH:16][C:15]([Cl:18])=N[CH:13]=2)[CH2:10][CH2:9][CH2:8]1.Cl[P:20]([C:31]1[C:40]2[C:35](=[CH:36][CH:37]=[CH:38][CH:39]=2)[CH:34]=[CH:33][CH:32]=1)[C:21]1[C:30]2[C:25](=[CH:26][CH:27]=[CH:28][CH:29]=2)[CH:24]=[CH:23][CH:22]=1.